From a dataset of CYP3A4 inhibition data for predicting drug metabolism from PubChem BioAssay. Regression/Classification. Given a drug SMILES string, predict its absorption, distribution, metabolism, or excretion properties. Task type varies by dataset: regression for continuous measurements (e.g., permeability, clearance, half-life) or binary classification for categorical outcomes (e.g., BBB penetration, CYP inhibition). Dataset: cyp3a4_veith. The molecule is Cc1cc(Cl)ccc1OCC(=O)NCc1ccncc1. The result is 1 (inhibitor).